From a dataset of Forward reaction prediction with 1.9M reactions from USPTO patents (1976-2016). Predict the product of the given reaction. (1) Given the reactants Br[C:2]1[C:3]([F:10])=[C:4]([NH2:9])[CH:5]=[CH:6][C:7]=1[F:8].[F:11][C:12]1[C:13](B2OC(C)(C)C(C)(C)O2)=[C:14]([CH:17]=[CH:18][CH:19]=1)[C:15]#[N:16], predict the reaction product. The product is: [NH2:9][C:4]1[C:3]([F:10])=[C:2]([C:13]2[C:14]([C:15]#[N:16])=[CH:17][CH:18]=[CH:19][C:12]=2[F:11])[C:7]([F:8])=[CH:6][CH:5]=1. (2) Given the reactants [Cl:1][C:2]1[CH:7]=[CH:6][C:5]([CH:8]([N:14]([C:23]2[CH:24]=[C:25]([CH3:33])[C:26]3[N:27]([C:29](C)=NN=3)[CH:28]=2)[C:15](=[O:22])[CH2:16][C:17]([CH:19]2[CH2:21][CH2:20]2)=[O:18])[C:9]([O:11]CC)=O)=[CH:4][CH:3]=1.[F-].[Cs+].CN(C=[O:40])C, predict the reaction product. The product is: [Cl:1][C:2]1[CH:3]=[CH:4][C:5]([CH:8]2[N:14]([C:23]3[CH:24]=[C:25]([CH3:33])[C:26](=[O:40])[N:27]([CH3:29])[CH:28]=3)[C:15](=[O:22])[CH:16]([C:17]([CH:19]3[CH2:20][CH2:21]3)=[O:18])[C:9]2=[O:11])=[CH:6][CH:7]=1.